From a dataset of Buchwald-Hartwig C-N cross coupling reaction yields with 55,370 reactions. Predict the reaction yield, written as a fraction of the theoretical maximum amount of product (1.0 means a 100% yield; for example, 0.34 means a 34% yield). (1) The reactants are CCc1ccc(I)cc1.Cc1ccc(N)cc1.O=S(=O)(O[Pd]1c2ccccc2-c2ccccc2N~1)C(F)(F)F.CC(C)c1cc(C(C)C)c(-c2ccccc2P(C2CCCCC2)C2CCCCC2)c(C(C)C)c1.CCN=P(N=P(N(C)C)(N(C)C)N(C)C)(N(C)C)N(C)C.CCOC(=O)c1cc(C)on1. No catalyst specified. The product is CCc1ccc(Nc2ccc(C)cc2)cc1. The yield is 0.574. (2) The reactants are Clc1cccnc1.Cc1ccc(N)cc1.O=S(=O)(O[Pd]1c2ccccc2-c2ccccc2N~1)C(F)(F)F.CC(C)c1cc(C(C)C)c(-c2ccccc2P(C2CCCCC2)C2CCCCC2)c(C(C)C)c1.CCN=P(N=P(N(C)C)(N(C)C)N(C)C)(N(C)C)N(C)C.c1ccc(-c2ccon2)cc1. No catalyst specified. The product is Cc1ccc(Nc2cccnc2)cc1. The yield is 0.205. (3) The reactants are FC(F)(F)c1ccc(Cl)cc1.Cc1ccc(N)cc1.O=S(=O)(O[Pd]1c2ccccc2-c2ccccc2N~1)C(F)(F)F.CC(C)c1cc(C(C)C)c(-c2ccccc2P(C(C)(C)C)C(C)(C)C)c(C(C)C)c1.CCN=P(N=P(N(C)C)(N(C)C)N(C)C)(N(C)C)N(C)C.c1ccc(-c2ccno2)cc1. No catalyst specified. The product is Cc1ccc(Nc2ccc(C(F)(F)F)cc2)cc1. The yield is 0.154. (4) The reactants are CCc1ccc(Cl)cc1.Cc1ccc(N)cc1.O=S(=O)(O[Pd]1c2ccccc2-c2ccccc2N~1)C(F)(F)F.CC(C)c1cc(C(C)C)c(-c2ccccc2P(C2CCCCC2)C2CCCCC2)c(C(C)C)c1.CN(C)C(=NC(C)(C)C)N(C)C.CCOC(=O)c1cnoc1C. No catalyst specified. The product is CCc1ccc(Nc2ccc(C)cc2)cc1. The yield is 0. (5) The reactants are FC(F)(F)c1ccc(Cl)cc1.Cc1ccc(N)cc1.O=S(=O)(O[Pd]1c2ccccc2-c2ccccc2N~1)C(F)(F)F.COc1ccc(OC)c(P(C(C)(C)C)C(C)(C)C)c1-c1c(C(C)C)cc(C(C)C)cc1C(C)C.CN(C)C(=NC(C)(C)C)N(C)C.CCOC(=O)c1cnoc1C. The yield is 0.00928. The product is Cc1ccc(Nc2ccc(C(F)(F)F)cc2)cc1. No catalyst specified. (6) No catalyst specified. The yield is 0.838. The product is Cc1ccc(Nc2cccnc2)cc1. The reactants are Ic1cccnc1.Cc1ccc(N)cc1.O=S(=O)(O[Pd]1c2ccccc2-c2ccccc2N~1)C(F)(F)F.COc1ccc(OC)c(P(C(C)(C)C)C(C)(C)C)c1-c1c(C(C)C)cc(C(C)C)cc1C(C)C.CN1CCCN2CCCN=C12.COC(=O)c1cc(-c2cccs2)on1. (7) The reactants are CCc1ccc(Br)cc1.Cc1ccc(N)cc1.O=S(=O)(O[Pd]1c2ccccc2-c2ccccc2N~1)C(F)(F)F.CC(C)c1cc(C(C)C)c(-c2ccccc2P(C2CCCCC2)C2CCCCC2)c(C(C)C)c1.CCN=P(N=P(N(C)C)(N(C)C)N(C)C)(N(C)C)N(C)C.c1ccc(-c2ccon2)cc1. No catalyst specified. The product is CCc1ccc(Nc2ccc(C)cc2)cc1. The yield is 0.517. (8) The reactants are COc1ccc(Cl)cc1.Cc1ccc(N)cc1.O=S(=O)(O[Pd]1c2ccccc2-c2ccccc2N~1)C(F)(F)F.COc1ccc(OC)c(P(C(C)(C)C)C(C)(C)C)c1-c1c(C(C)C)cc(C(C)C)cc1C(C)C.CN(C)C(=NC(C)(C)C)N(C)C.c1ccc2oncc2c1. No catalyst specified. The product is COc1ccc(Nc2ccc(C)cc2)cc1. The yield is 0. (9) The reactants are COc1ccc(Br)cc1.Cc1ccc(N)cc1.O=S(=O)(O[Pd]1c2ccccc2-c2ccccc2N~1)C(F)(F)F.COc1ccc(OC)c(P(C(C)(C)C)C(C)(C)C)c1-c1c(C(C)C)cc(C(C)C)cc1C(C)C.CN(C)C(=NC(C)(C)C)N(C)C.CCOC(=O)c1cc(C)on1. No catalyst specified. The product is COc1ccc(Nc2ccc(C)cc2)cc1. The yield is 0.410.